This data is from Forward reaction prediction with 1.9M reactions from USPTO patents (1976-2016). The task is: Predict the product of the given reaction. (1) The product is: [CH:28]([C:7]1[N:12]=[N:11][C:10]2[O:13][CH2:14][CH2:15][CH2:16][C:9]=2[CH:8]=1)=[CH2:29]. Given the reactants FC(F)(F)S(O[C:7]1[N:12]=[N:11][C:10]2[O:13][CH2:14][CH2:15][CH2:16][C:9]=2[CH:8]=1)(=O)=O.C(=O)([O-])[O-].[K+].[K+].O.CO[CH2:28][CH2:29]OC, predict the reaction product. (2) Given the reactants Br[CH2:2][C:3]1[C:12]([Cl:13])=[N:11][CH:10]=[CH:9][C:4]=1[C:5]([O:7]C)=O.Cl.[F:15][C:16]([F:30])([F:29])[CH2:17][O:18][C:19]1[N:24]=[CH:23][C:22]([CH:25]([NH2:28])[CH2:26][CH3:27])=[CH:21][CH:20]=1, predict the reaction product. The product is: [Cl:13][C:12]1[C:3]2[CH2:2][N:28]([CH:25]([C:22]3[CH:23]=[N:24][C:19]([O:18][CH2:17][C:16]([F:30])([F:15])[F:29])=[CH:20][CH:21]=3)[CH2:26][CH3:27])[C:5](=[O:7])[C:4]=2[CH:9]=[CH:10][N:11]=1. (3) Given the reactants B.O1CCCC1.[CH3:7][C:8]([O:11][C:12](=[O:23])[NH:13][CH2:14][CH2:15][C:16](=[O:22])[C:17]1[S:18][CH:19]=[CH:20][N:21]=1)([CH3:10])[CH3:9].CO.C(OCC)(=O)C, predict the reaction product. The product is: [CH3:10][C:8]([O:11][C:12](=[O:23])[NH:13][CH2:14][CH2:15][C@H:16]([OH:22])[C:17]1[S:18][CH:19]=[CH:20][N:21]=1)([CH3:7])[CH3:9].